From a dataset of Peptide-MHC class I binding affinity with 185,985 pairs from IEDB/IMGT. Regression. Given a peptide amino acid sequence and an MHC pseudo amino acid sequence, predict their binding affinity value. This is MHC class I binding data. (1) The MHC is HLA-A26:03 with pseudo-sequence HLA-A26:03. The binding affinity (normalized) is 0.0847. The peptide sequence is EGIPGLYTY. (2) The peptide sequence is NPALRMKWM. The MHC is HLA-B40:01 with pseudo-sequence HLA-B40:01. The binding affinity (normalized) is 0.0847. (3) The peptide sequence is FAGKTVWFV. The MHC is HLA-A02:17 with pseudo-sequence HLA-A02:17. The binding affinity (normalized) is 0.475. (4) The MHC is HLA-B51:01 with pseudo-sequence HLA-B51:01. The binding affinity (normalized) is 0.518. The peptide sequence is FPPTSFGPL. (5) The peptide sequence is YIAVNDKALY. The MHC is HLA-A26:01 with pseudo-sequence HLA-A26:01. The binding affinity (normalized) is 0.273. (6) The peptide sequence is FRQVCHTTVP. The MHC is Mamu-B08 with pseudo-sequence Mamu-B08. The binding affinity (normalized) is 0.269.